From a dataset of Reaction yield outcomes from USPTO patents with 853,638 reactions. Predict the reaction yield, written as a fraction of the theoretical maximum amount of product (1.0 means a 100% yield; for example, 0.34 means a 34% yield). The reactants are [C:1]([NH:5][C:6](=[O:29])[C:7]([NH:25][C:26](=[O:28])[CH3:27])([CH:12]1[CH2:17][CH2:16][N:15]([C:18]2[CH:23]=[CH:22][C:21]([Cl:24])=[CH:20][N:19]=2)[CH2:14][CH2:13]1)[CH2:8][CH2:9][CH:10]=[CH2:11])([CH3:4])([CH3:3])[CH3:2].[CH3:30][C:31]1([CH3:38])[C:35]([CH3:37])([CH3:36])[O:34][BH:33][O:32]1.O. The catalyst is ClCCl.[Ir+].ClC1CCC=CCCC=1.C1(P(C2C=CC=CC=2)CCP(C2C=CC=CC=2)C2C=CC=CC=2)C=CC=CC=1. The product is [C:1]([NH:5][C:6](=[O:29])[C:7]([NH:25][C:26](=[O:28])[CH3:27])([CH:12]1[CH2:13][CH2:14][N:15]([C:18]2[CH:23]=[CH:22][C:21]([Cl:24])=[CH:20][N:19]=2)[CH2:16][CH2:17]1)[CH2:8][CH2:9][CH2:10][CH2:11][B:33]1[O:34][C:35]([CH3:37])([CH3:36])[C:31]([CH3:38])([CH3:30])[O:32]1)([CH3:2])([CH3:3])[CH3:4]. The yield is 0.820.